Task: Predict the product of the given reaction.. Dataset: Forward reaction prediction with 1.9M reactions from USPTO patents (1976-2016) Given the reactants [O:1]1[C:5]2([CH2:10][CH2:9][O:8][CH2:7][CH2:6]2)[O:4][CH2:3][CH2:2]1.FC(F)(F)S(O[Si](C)(C)C)(=O)=O.O, predict the reaction product. The product is: [O:8]1[CH2:9][CH2:10][CH:5]([O:4][CH2:3][CH2:2][OH:1])[CH2:6][CH2:7]1.